Task: Predict the product of the given reaction.. Dataset: Forward reaction prediction with 1.9M reactions from USPTO patents (1976-2016) (1) Given the reactants [S:1]1[CH:5]=[CH:4][N:3]=[C:2]1[CH:6]=O.[CH3:8][N:9]1[CH2:14][CH2:13][N:12]([NH2:15])[CH2:11][CH2:10]1.CN(C1C=CC(N=NC2C=CC(S(O)(=O)=O)=CC=2)=CC=1)C.Cl.C([BH3-])#N.[Na+], predict the reaction product. The product is: [CH3:8][N:9]1[CH2:14][CH2:13][N:12]([NH:15][CH2:6][C:2]2[S:1][CH:5]=[CH:4][N:3]=2)[CH2:11][CH2:10]1. (2) Given the reactants [F:1][C:2]1[CH:7]=[C:6]([F:8])[CH:5]=[CH:4][C:3]=1[C:9]1[C:17]2[C:12](=[CH:13][C:14]([O:18][CH2:19][CH2:20][CH2:21][N:22]3[CH2:27][CH2:26][N:25]([S:28]([CH3:31])(=[O:30])=[O:29])[CH2:24][CH2:23]3)=[CH:15][CH:16]=2)[C:11](=[O:32])[C:10]=1C1C=CC(C)=CC=1.O1CCN(CCOC2C=C3C(C(C4C=CC=CC=4)=C(Br)C3=O)=CC=2)CC1.[N:66]1[C:75]2[C:70](=[CH:71][CH:72]=[CH:73][CH:74]=2)[CH:69]=[C:68](B(O)O)[CH:67]=1, predict the reaction product. The product is: [F:1][C:2]1[CH:7]=[C:6]([F:8])[CH:5]=[CH:4][C:3]=1[C:9]1[C:17]2[C:12](=[CH:13][C:14]([O:18][CH2:19][CH2:20][CH2:21][N:22]3[CH2:27][CH2:26][N:25]([S:28]([CH3:31])(=[O:29])=[O:30])[CH2:24][CH2:23]3)=[CH:15][CH:16]=2)[C:11](=[O:32])[C:10]=1[C:68]1[CH:67]=[N:66][C:75]2[C:70]([CH:69]=1)=[CH:71][CH:72]=[CH:73][CH:74]=2.